Dataset: CYP3A4 inhibition data for predicting drug metabolism from PubChem BioAssay. Task: Regression/Classification. Given a drug SMILES string, predict its absorption, distribution, metabolism, or excretion properties. Task type varies by dataset: regression for continuous measurements (e.g., permeability, clearance, half-life) or binary classification for categorical outcomes (e.g., BBB penetration, CYP inhibition). Dataset: cyp3a4_veith. (1) The drug is C[C@H](O)[C@H](O)[C@@H]1CNc2nc(N)[nH]c(=O)c2N1. The result is 0 (non-inhibitor). (2) The result is 0 (non-inhibitor). The molecule is CCC(C)n1c(NC(=O)c2ccccc2)c(C#N)c2nc3ccccc3nc21. (3) The molecule is O=c1oc(Cl)c(Cl)c2ccccc12. The result is 0 (non-inhibitor). (4) The molecule is C=CC[C@@H]1C=C[C@@H](O/N=C\[C@@H](OC)[C@H](C)/C=C\CC(=O)OC)[C@@H](CO)O1. The result is 1 (inhibitor). (5) The compound is CN1[C@@H]2CC(OC(=O)[C@@H](CO)c3ccccc3)C[C@@H]1[C@H]1O[C@H]12. The result is 0 (non-inhibitor). (6) The molecule is O=c1c(CCc2ccccc2)nc2cnc(N3CCOCC3)nc2n1C[C@H]1CCCO1. The result is 1 (inhibitor). (7) The drug is COCCn1c(=O)c(-c2cn(C)c3ccccc23)nc2cnc(Oc3cccc(Cl)c3)nc21. The result is 0 (non-inhibitor). (8) The drug is C[N+]1(C)[C@H]2CC[C@@H]1CC(OC(=O)[C@@H](CO)c1ccccc1)C2. The result is 0 (non-inhibitor). (9) The compound is COc1cc(/C=C(/NC(=O)c2ccccc2)C(=O)Nc2ccccc2)c([N+](=O)[O-])cc1OC. The result is 1 (inhibitor). (10) The drug is CN(C)C(=N)N=C(N)N. The result is 0 (non-inhibitor).